Dataset: Acute oral toxicity (LD50) regression data from Zhu et al.. Task: Regression/Classification. Given a drug SMILES string, predict its toxicity properties. Task type varies by dataset: regression for continuous values (e.g., LD50, hERG inhibition percentage) or binary classification for toxic/non-toxic outcomes (e.g., AMES mutagenicity, cardiotoxicity, hepatotoxicity). Dataset: ld50_zhu. (1) The compound is CCCCOC(=O)C(C)Oc1ccc(Oc2ccc(C(F)(F)F)cn2)cc1. The rat oral LD50 is 2.15, given as -log10 of the dose in mol/kg body weight (higher means more acutely toxic). (2) The drug is O=C(O)Cc1ccccc1Oc1ccc(Cl)cc1Cl. The rat oral LD50 is 2.12, given as -log10 of the dose in mol/kg body weight (higher means more acutely toxic).